This data is from Reaction yield outcomes from USPTO patents with 853,638 reactions. The task is: Predict the reaction yield, written as a fraction of the theoretical maximum amount of product (1.0 means a 100% yield; for example, 0.34 means a 34% yield). (1) The reactants are [CH:1]([C:4]1[CH:11]=[CH:10][C:7]([CH:8]=[O:9])=[CH:6][CH:5]=1)([CH3:3])[CH3:2].[NH2:12][C:13]1[CH:14]=[CH:15][C:16]([CH3:19])=[N:17][CH:18]=1.C([O:22][C:23](=O)[C:24]([OH:37])=[CH:25][C:26]([C:28]1[CH:33]=[CH:32][C:31]([CH:34]([CH3:36])[CH3:35])=[CH:30][CH:29]=1)=O)C. No catalyst specified. The product is [OH:37][C:24]1[C:23](=[O:22])[N:12]([C:13]2[CH:18]=[N:17][C:16]([CH3:19])=[CH:15][CH:14]=2)[CH:26]([C:28]2[CH:29]=[CH:30][C:31]([CH:34]([CH3:35])[CH3:36])=[CH:32][CH:33]=2)[C:25]=1[C:8](=[O:9])[C:7]1[CH:6]=[CH:5][C:4]([CH:1]([CH3:3])[CH3:2])=[CH:11][CH:10]=1. The yield is 0.170. (2) The reactants are [NH2:1][C:2]1[C:11]2[C:6](=[C:7](Br)[CH:8]=[CH:9][CH:10]=2)[N:5]=[N:4][C:3]=1[C:13]([NH:15][CH:16]1[CH2:18][CH2:17]1)=[O:14].[CH3:19][O:20][C:21]1[C:26](B(O)O)=[CH:25][CH:24]=[C:23]([O:30][CH3:31])[N:22]=1. No catalyst specified. The product is [NH2:1][C:2]1[C:11]2[C:6](=[C:7]([C:26]3[C:21]([O:20][CH3:19])=[N:22][C:23]([O:30][CH3:31])=[CH:24][CH:25]=3)[CH:8]=[CH:9][CH:10]=2)[N:5]=[N:4][C:3]=1[C:13]([NH:15][CH:16]1[CH2:18][CH2:17]1)=[O:14]. The yield is 0.770. (3) The reactants are [CH2:1](N)[CH2:2][CH2:3][CH2:4][CH2:5][CH2:6][CH2:7][CH2:8][CH2:9][CH2:10][CH2:11][CH3:12].[C:14]([CH2:16][C:17]([O:19]CC)=O)#N.C(OCC)(=O)CC(C)=O.[NH:31]1CCN[CH2:33][CH2:32]1.[N+]([O-])(O)=O. The catalyst is CO.O.CN(C)C=O.C(O)C. The product is [CH2:1]([C:16]1[C:17](=[O:19])[NH:31][CH:32]=[CH:33][CH:14]=1)[CH2:2][CH2:3][CH2:4][CH2:5][CH2:6][CH2:7][CH2:8][CH2:9][CH2:10][CH2:11][CH3:12]. The yield is 0.850. (4) The reactants are [Cl:1][C:2]1[CH:7]=[C:6]([O:8][CH2:9][CH:10]=[C:11]([Cl:13])[Cl:12])[CH:5]=[C:4]([Cl:14])[C:3]=1[OH:15].C(=O)([O-])[O-].[K+].[K+].[Cl:22][C:23]1[N:28]=[CH:27][C:26]([CH2:29]Cl)=[CH:25][CH:24]=1. The catalyst is CN(C)C=O. The product is [Cl:1][C:2]1[CH:7]=[C:6]([O:8][CH2:9][CH:10]=[C:11]([Cl:13])[Cl:12])[CH:5]=[C:4]([Cl:14])[C:3]=1[O:15][CH2:29][C:26]1[CH:27]=[N:28][C:23]([Cl:22])=[CH:24][CH:25]=1. The yield is 0.770. (5) The reactants are CC1(C)OC(=O)[CH:5]([C:9]([CH3:26])([C:12]2[CH:17]=[CH:16][CH:15]=[C:14]([O:18][CH2:19][C:20]3[CH:25]=[CH:24][CH:23]=[CH:22][CH:21]=3)[CH:13]=2)[CH2:10][CH3:11])[C:4](=[O:27])[O:3]1. The catalyst is CN(C=O)C.O.Cl. The product is [CH3:26][C:9]([C:12]1[CH:17]=[CH:16][CH:15]=[C:14]([O:18][CH2:19][C:20]2[CH:25]=[CH:24][CH:23]=[CH:22][CH:21]=2)[CH:13]=1)([CH2:10][CH3:11])[CH2:5][C:4]([OH:27])=[O:3]. The yield is 0.653. (6) The catalyst is C(Cl)Cl.C1COCC1.CCOC(C)=O. The product is [C:35]([C:34]1[C:33]2[CH:38]=[C:39]([O:47][CH:48]([CH3:50])[CH3:49])[C:40]([NH:42][S:43]([CH3:46])(=[O:45])=[O:44])=[CH:41][C:32]=2[O:31][C:30]=1[C:27]1[CH:26]=[CH:25][C:24]([F:23])=[CH:29][CH:28]=1)#[N:37]. The reactants are FC(F)(F)C(OC(=O)C(F)(F)F)=O.CCN(C(C)C)C(C)C.[F:23][C:24]1[CH:29]=[CH:28][C:27]([C:30]2[O:31][C:32]3[CH:41]=[C:40]([NH:42][S:43]([CH3:46])(=[O:45])=[O:44])[C:39]([O:47][CH:48]([CH3:50])[CH3:49])=[CH:38][C:33]=3[C:34]=2[C:35]([NH2:37])=O)=[CH:26][CH:25]=1. The yield is 0.500. (7) The reactants are [C:1]([NH:4][CH2:5][CH2:6][CH:7]1[C:15]2[C:10](=[CH:11][CH:12]=[C:13]([NH:17][C:18](=[O:21])[CH2:19][CH3:20])[C:14]=2O)[CH2:9][CH2:8]1)(=[O:3])[CH3:2].C1(C)C=CC(S([O-])(=O)=O)=CC=1.[NH+]1C=CC=CC=1. The catalyst is C1(C)C(C)=CC=CC=1. The product is [CH2:19]([C:18]1[O:21][C:14]2[C:15]3[CH:7]([CH2:6][CH2:5][NH:4][C:1](=[O:3])[CH3:2])[CH2:8][CH2:9][C:10]=3[CH:11]=[CH:12][C:13]=2[N:17]=1)[CH3:20]. The yield is 0.840. (8) The reactants are [Br:1][CH2:2][C:3](=O)[C@@H:4]([NH:15]C(=O)OC(C)(C)C)[CH2:5][C:6]1[CH:11]=[CH:10][C:9]([N+:12]([O-:14])=[O:13])=[CH:8][CH:7]=1.[C:24]([NH2:32])(=[S:31])[C:25]1[CH:30]=[CH:29][CH:28]=[CH:27][CH:26]=1.C(OCC)C. The catalyst is CC#N. The product is [BrH:1].[N+:12]([C:9]1[CH:8]=[CH:7][C:6]([CH2:5][C@@H:4]([C:3]2[N:32]=[C:24]([C:25]3[CH:30]=[CH:29][CH:28]=[CH:27][CH:26]=3)[S:31][CH:2]=2)[NH2:15])=[CH:11][CH:10]=1)([O-:14])=[O:13]. The yield is 0.670.